Dataset: Peptide-MHC class II binding affinity with 134,281 pairs from IEDB. Task: Regression. Given a peptide amino acid sequence and an MHC pseudo amino acid sequence, predict their binding affinity value. This is MHC class II binding data. The peptide sequence is SEFENDEHIILYLVN. The MHC is DRB1_0301 with pseudo-sequence DRB1_0301. The binding affinity (normalized) is 0.661.